This data is from Full USPTO retrosynthesis dataset with 1.9M reactions from patents (1976-2016). The task is: Predict the reactants needed to synthesize the given product. Given the product [CH2:1]([N:4]1[CH:8]=[C:7]([O:9][C:11]2[N:12]=[C:13]([OH:21])[C:14]3[CH:20]=[CH:19][N:18]=[CH:17][C:15]=3[N:16]=2)[CH:6]=[N:5]1)[CH2:2][CH3:3], predict the reactants needed to synthesize it. The reactants are: [CH2:1]([N:4]1[CH:8]=[C:7]([OH:9])[CH:6]=[N:5]1)[CH2:2][CH3:3].Cl[C:11]1[N:12]=[C:13]([OH:21])[C:14]2[CH:20]=[CH:19][N:18]=[CH:17][C:15]=2[N:16]=1.